Dataset: Peptide-MHC class I binding affinity with 185,985 pairs from IEDB/IMGT. Task: Regression. Given a peptide amino acid sequence and an MHC pseudo amino acid sequence, predict their binding affinity value. This is MHC class I binding data. (1) The peptide sequence is QSYKETVHK. The MHC is HLA-A33:01 with pseudo-sequence HLA-A33:01. The binding affinity (normalized) is 0. (2) The peptide sequence is FPFKYAVAF. The MHC is Mamu-A2201 with pseudo-sequence Mamu-A2201. The binding affinity (normalized) is 1.00. (3) The peptide sequence is RYMNSQGLL. The MHC is HLA-A24:02 with pseudo-sequence HLA-A24:02. The binding affinity (normalized) is 0. (4) The peptide sequence is AMYDPQTYY. The MHC is HLA-A02:12 with pseudo-sequence HLA-A02:12. The binding affinity (normalized) is 0.0847. (5) The peptide sequence is VYSFDESSF. The MHC is HLA-A26:02 with pseudo-sequence HLA-A26:02. The binding affinity (normalized) is 0.514.